From a dataset of Forward reaction prediction with 1.9M reactions from USPTO patents (1976-2016). Predict the product of the given reaction. (1) Given the reactants [F:1][C:2]1[CH:3]=[C:4]2[C:9](=[CH:10][CH:11]=1)[C:8]([CH3:12])=[N:7][CH2:6][CH2:5]2.C(O[BH-](OC(=O)C)OC(=O)C)(=O)C.[Na+], predict the reaction product. The product is: [F:1][C:2]1[CH:3]=[C:4]2[C:9](=[CH:10][CH:11]=1)[CH:8]([CH3:12])[NH:7][CH2:6][CH2:5]2. (2) Given the reactants [F:1][C:2]1[CH:7]=[C:6]([F:8])[CH:5]=[CH:4][C:3]=1[C:9]1[CH:17]=[CH:16][CH:15]=[C:14]2[C:10]=1[CH:11]=[CH:12][NH:13]2.C([OH:20])C.C(O)(=O)C.[Br-].[Br-].[Br-].[NH+]1C=CC=CC=1.[NH+]1C=CC=CC=1.[NH+]1C=CC=CC=1, predict the reaction product. The product is: [F:1][C:2]1[CH:7]=[C:6]([F:8])[CH:5]=[CH:4][C:3]=1[C:9]1[CH:17]=[CH:16][CH:15]=[C:14]2[C:10]=1[CH2:11][C:12](=[O:20])[NH:13]2. (3) Given the reactants [F:8][C:7]([F:10])([F:9])[C:6](O[C:6](=[O:11])[C:7]([F:10])([F:9])[F:8])=[O:11].[NH2:14][C:15]1[CH:16]=[CH:17][C:18]([O:23][CH:24]2[CH2:26][CH2:25]2)=[C:19]([CH2:21][OH:22])[CH:20]=1.C(N(CC)CC)C, predict the reaction product. The product is: [CH:24]1([O:23][C:18]2[CH:17]=[CH:16][C:15]([NH:14][C:6](=[O:11])[C:7]([F:8])([F:9])[F:10])=[CH:20][C:19]=2[CH2:21][OH:22])[CH2:26][CH2:25]1. (4) Given the reactants Br[CH:2]([C:7]1[CH:12]=[CH:11][C:10]([C:13]([F:16])([F:15])[F:14])=[CH:9][CH:8]=1)[C:3]([O:5][CH3:6])=[O:4].[N-:17]=[N+:18]=[N-:19].[Na+].O, predict the reaction product. The product is: [N:17]([CH:2]([C:7]1[CH:12]=[CH:11][C:10]([C:13]([F:16])([F:15])[F:14])=[CH:9][CH:8]=1)[C:3]([O:5][CH3:6])=[O:4])=[N+:18]=[N-:19].